From a dataset of Forward reaction prediction with 1.9M reactions from USPTO patents (1976-2016). Predict the product of the given reaction. Given the reactants C([O:4][C@@H:5]1[C@@H:10]([O:11]C(=O)C)[C@H:9]([O:15]C(=O)C)[C@@H:8]([CH2:19][O:20]C(=O)C)[O:7][C@H:6]1[O:24][C:25]1[C:29]([CH2:30][C:31]2[CH:36]=[CH:35][C:34]([CH2:37][CH2:38][CH2:39][C:40](=[O:48])[NH:41][C:42](C(O)=O)([CH3:44])[CH3:43])=[CH:33][C:32]=2[CH3:49])=[C:28]([CH:50]([CH3:52])[CH3:51])[NH:27][N:26]=1)(=O)C.C(O[C:61]([N:63]1[CH2:68][CH2:67][NH:66][CH2:65][CH2:64]1)=[O:62])C1C=CC=CC=1.C(N1CCNCC1)C1C=CC=CC=1, predict the reaction product. The product is: [C@@H:6]1([O:24][C:25]2[C:29]([CH2:30][C:31]3[CH:36]=[CH:35][C:34]([CH2:37][CH2:38][CH2:39][C:40](=[O:48])[NH:41][C:42]([C:61]([N:63]4[CH2:64][CH2:65][NH:66][CH2:67][CH2:68]4)=[O:62])([CH3:43])[CH3:44])=[CH:33][C:32]=3[CH3:49])=[C:28]([CH:50]([CH3:52])[CH3:51])[NH:27][N:26]=2)[O:7][C@H:8]([CH2:19][OH:20])[C@@H:9]([OH:15])[C@H:10]([OH:11])[C@H:5]1[OH:4].